Dataset: Forward reaction prediction with 1.9M reactions from USPTO patents (1976-2016). Task: Predict the product of the given reaction. (1) The product is: [CH3:16][O:17][N:18]([CH3:19])[C:6]([C:2]1[NH:1][CH:5]=[CH:4][CH:3]=1)=[O:8]. Given the reactants [NH:1]1[CH:5]=[CH:4][CH:3]=[C:2]1[C:6]([OH:8])=O.C(Cl)(=O)C(Cl)=O.Cl.[CH3:16][O:17][NH:18][CH3:19], predict the reaction product. (2) Given the reactants [NH2:1][C:2]1[CH:7]=[C:6]([Cl:8])[CH:5]=[CH:4][C:3]=1[NH:9][C:10]1[CH:18]=[CH:17][CH:16]=[CH:15][C:11]=1[C:12](O)=[O:13], predict the reaction product. The product is: [Cl:8][C:6]1[CH:5]=[CH:4][C:3]2[NH:9][C:10]3[CH:18]=[CH:17][CH:16]=[CH:15][C:11]=3[C:12](=[O:13])[NH:1][C:2]=2[CH:7]=1. (3) Given the reactants CCN(C(C)C)C(C)C.[CH2:10]1[C:18]2[C:13](=[CH:14][C:15]([S:19]([C:22]3([C:27]4[CH:32]=[CH:31][C:30]([C:33]([F:42])([C:38]([F:41])([F:40])[F:39])[C:34]([F:37])([F:36])[F:35])=[CH:29][CH:28]=4)[CH2:26][CH2:25][NH:24][CH2:23]3)(=[O:21])=[O:20])=[CH:16][CH:17]=2)[CH2:12][CH2:11]1.[S:43]1(=[O:53])(=[O:52])[CH2:48][CH2:47][CH:46]([C:49](O)=[O:50])[CH2:45][CH2:44]1.CN(C(ON1N=NC2C=CC=NC1=2)=[N+](C)C)C.F[P-](F)(F)(F)(F)F, predict the reaction product. The product is: [CH2:10]1[C:18]2[C:13](=[CH:14][C:15]([S:19]([C:22]3([C:27]4[CH:28]=[CH:29][C:30]([C:33]([F:42])([C:34]([F:37])([F:36])[F:35])[C:38]([F:41])([F:39])[F:40])=[CH:31][CH:32]=4)[CH2:26][CH2:25][N:24]([C:49]([CH:46]4[CH2:47][CH2:48][S:43](=[O:53])(=[O:52])[CH2:44][CH2:45]4)=[O:50])[CH2:23]3)(=[O:20])=[O:21])=[CH:16][CH:17]=2)[CH2:12][CH2:11]1. (4) Given the reactants [C:1]([C@@H:4]1[CH2:8][C@@H:7]([O:9][Si](C(C)(C)C)(C2C=CC=CC=2)C2C=CC=CC=2)[CH2:6][N:5]1[C:27]([O:29][CH2:30][C:31]1[CH:36]=[CH:35][C:34]([N+:37]([O-:39])=[O:38])=[CH:33][CH:32]=1)=[O:28])(=[NH:3])[NH2:2].[F-].C([N+](CCCC)(CCCC)CCCC)CCC, predict the reaction product. The product is: [C:1]([C@@H:4]1[CH2:8][C@@H:7]([OH:9])[CH2:6][N:5]1[C:27]([O:29][CH2:30][C:31]1[CH:36]=[CH:35][C:34]([N+:37]([O-:39])=[O:38])=[CH:33][CH:32]=1)=[O:28])(=[NH:2])[NH2:3]. (5) Given the reactants [Br:1][C:2]1[C:11]2[C:6](=[N:7][CH:8]=[C:9]([C:12]([OH:14])=[O:13])[N:10]=2)[CH:5]=[N:4][CH:3]=1.[CH:15](N(CC)C(C)C)(C)C.F[P-](F)(F)(F)(F)F.N1(OC(N(C)C)=[N+](C)C)C2N=CC=CC=2N=N1.BrC1C2C(=NC=C(C(N)=O)N=2)C=NC=1.B(O)O.C(=O)([O-])[O-].[Cs+].[Cs+].ClC1C=CC(C2C3=NC(C(O)=O)=CN=C3C=NC=2)=CC=1.C(N1C=CN=C1)(N1C=CN=C1)=O.C(Cl)(=O)C(Cl)=O, predict the reaction product. The product is: [CH3:15][O:13][C:12]([C:9]1[N:10]=[C:11]2[C:2]([Br:1])=[CH:3][N:4]=[CH:5][C:6]2=[N:7][CH:8]=1)=[O:14].[Br:1][C:2]1[C:11]2=[N:10][C:9]([C:12]([O-:14])=[O:13])=[CH:8][N:7]=[C:6]2[CH:5]=[N:4][CH:3]=1. (6) Given the reactants O=CCC1CCN(C(OC(C)(C)C)=O)CC1.[C:17](/[CH:19]=[CH:20]\[CH2:21][CH:22]1[CH2:27][CH2:26][N:25]([C:28]([O:30][C:31]([CH3:34])([CH3:33])[CH3:32])=[O:29])[CH2:24][CH2:23]1)#[N:18], predict the reaction product. The product is: [C:17](/[CH:19]=[CH:20]/[CH2:21][CH:22]1[CH2:23][CH2:24][N:25]([C:28]([O:30][C:31]([CH3:34])([CH3:33])[CH3:32])=[O:29])[CH2:26][CH2:27]1)#[N:18].